This data is from Catalyst prediction with 721,799 reactions and 888 catalyst types from USPTO. The task is: Predict which catalyst facilitates the given reaction. (1) Reactant: [CH3:1][O:2][C:3]([C:5]1[CH:10]=[CH:9][C:8](B(O)O)=[CH:7][CH:6]=1)=[O:4].Br[C:15]1[CH:16]=[N:17][N:18]2[CH:23]=[C:22]([C:24]3[CH:25]=[N:26][N:27]([CH3:29])[CH:28]=3)[CH:21]=[N:20][C:19]=12.CN(C=O)C.C([O-])([O-])=O.[Na+].[Na+]. Product: [CH3:29][N:27]1[CH:28]=[C:24]([C:22]2[CH:21]=[N:20][C:19]3[N:18]([N:17]=[CH:16][C:15]=3[C:8]3[CH:9]=[CH:10][C:5]([C:3]([O:2][CH3:1])=[O:4])=[CH:6][CH:7]=3)[CH:23]=2)[CH:25]=[N:26]1. The catalyst class is: 103. (2) Reactant: [NH2:1][C:2]1[CH:11]=[C:10]([Cl:12])[C:9]([I:13])=[CH:8][C:3]=1[C:4]([O:6][CH3:7])=[O:5].N1C=CC=CC=1.Cl[C:21](=[O:28])[CH2:22][C:23]([O:25][CH2:26][CH3:27])=[O:24]. Product: [Cl:12][C:10]1[C:9]([I:13])=[CH:8][C:3]([C:4]([O:6][CH3:7])=[O:5])=[C:2]([NH:1][C:21](=[O:28])[CH2:22][C:23]([O:25][CH2:26][CH3:27])=[O:24])[CH:11]=1. The catalyst class is: 4. (3) Reactant: [F:1][C:2]([F:10])([F:9])[C:3](=O)[CH:4]([CH3:7])[C:5]#[N:6].[CH3:11][O:12][C:13]1[CH:18]=[CH:17][C:16]([NH:19][NH2:20])=[CH:15][CH:14]=1.Cl. Product: [CH3:7][C:4]1[C:3]([C:2]([F:10])([F:9])[F:1])=[N:20][N:19]([C:16]2[CH:17]=[CH:18][C:13]([O:12][CH3:11])=[CH:14][CH:15]=2)[C:5]=1[NH2:6]. The catalyst class is: 14. (4) Reactant: [F:1][C:2]1[CH:3]=[C:4]([C@@H:14]([NH:16][C:17](=[O:23])[O:18][C:19]([CH3:22])([CH3:21])[CH3:20])[CH3:15])[CH:5]=[CH:6][C:7]=1[C:8](=[O:13])N(OC)C.[H-].[H-].[H-].[H-].[Li+].[Al+3].CCOC(C)=O.CCCCCCC. Product: [F:1][C:2]1[CH:3]=[C:4]([C@@H:14]([NH:16][C:17](=[O:23])[O:18][C:19]([CH3:22])([CH3:21])[CH3:20])[CH3:15])[CH:5]=[CH:6][C:7]=1[CH:8]=[O:13]. The catalyst class is: 1. (5) Reactant: [Br:1][C:2]1[S:3][C:4]2[CH:10]=[C:9]([O:11]C)[CH:8]=[CH:7][C:5]=2[N:6]=1.CN(C)C1N=CC(C2SC3C=C(O)C=CC=3N=2)=CN=1.B(Br)(Br)Br. Product: [Br:1][C:2]1[S:3][C:4]2[CH:10]=[C:9]([OH:11])[CH:8]=[CH:7][C:5]=2[N:6]=1. The catalyst class is: 5. (6) Reactant: [Cl:1][C:2]1[N:7]=[C:6](Cl)[C:5]([N+:9]([O-:11])=[O:10])=[CH:4][N:3]=1.[CH:12]1([NH:17][CH2:18][C:19]([F:26])([CH3:25])[C:20]([O:22][CH2:23][CH3:24])=[O:21])[CH2:16][CH2:15][CH2:14][CH2:13]1.C(=O)([O-])[O-].[K+].[K+]. Product: [Cl:1][C:2]1[N:7]=[C:6]([N:17]([CH:12]2[CH2:13][CH2:14][CH2:15][CH2:16]2)[CH2:18][C:19]([F:26])([CH3:25])[C:20]([O:22][CH2:23][CH3:24])=[O:21])[C:5]([N+:9]([O-:11])=[O:10])=[CH:4][N:3]=1. The catalyst class is: 21.